This data is from Reaction yield outcomes from USPTO patents with 853,638 reactions. The task is: Predict the reaction yield, written as a fraction of the theoretical maximum amount of product (1.0 means a 100% yield; for example, 0.34 means a 34% yield). (1) The reactants are [C:1]([OH:9])(=O)[C:2]1[CH:7]=[CH:6][CH:5]=[N:4][CH:3]=1.C(N1C=CN=C1)(N1C=CN=C1)=O.[NH2:22][C:23]1[CH:24]=[C:25]([CH:29]2[C:38]([CH3:40])([CH3:39])[CH2:37][C:36]3[C:31](=[CH:32][CH:33]=[C:34]([C:41]([OH:43])=[O:42])[CH:35]=3)[NH:30]2)[CH:26]=[CH:27][CH:28]=1. The catalyst is CN(C)C=O. The product is [CH3:39][C:38]1([CH3:40])[CH2:37][C:36]2[C:31](=[CH:32][CH:33]=[C:34]([C:41]([OH:43])=[O:42])[CH:35]=2)[NH:30][CH:29]1[C:25]1[CH:26]=[CH:27][CH:28]=[C:23]([NH:22][C:1]([C:2]2[CH:3]=[N:4][CH:5]=[CH:6][CH:7]=2)=[O:9])[CH:24]=1. The yield is 0.150. (2) The reactants are C([C:4]1[C:9]([Cl:10])=[C:8]([O:11][C:12]2[CH:17]=[CH:16][C:15]([NH:18][C:19]([C:21]3[C:22](=[O:36])[N:23]([C:30]4[CH:35]=[CH:34][CH:33]=[CH:32][CH:31]=4)[N:24]4[CH2:29][CH2:28][CH2:27][CH2:26][C:25]=34)=[O:20])=[CH:14][C:13]=2[F:37])[CH:7]=[CH:6][N:5]=1)(=O)N.CC#[N:40].O.C(OI(C1C=CC=CC=1)OC(=O)C)(=O)C. The catalyst is CCOC(C)=O. The product is [NH2:40][C:4]1[C:9]([Cl:10])=[C:8]([O:11][C:12]2[CH:17]=[CH:16][C:15]([NH:18][C:19]([C:21]3[C:22](=[O:36])[N:23]([C:30]4[CH:35]=[CH:34][CH:33]=[CH:32][CH:31]=4)[N:24]4[CH2:29][CH2:28][CH2:27][CH2:26][C:25]=34)=[O:20])=[CH:14][C:13]=2[F:37])[CH:7]=[CH:6][N:5]=1. The yield is 0.676.